From a dataset of Catalyst prediction with 721,799 reactions and 888 catalyst types from USPTO. Predict which catalyst facilitates the given reaction. (1) Reactant: [CH3:1][C@@:2]12[C:10](=[O:11])[CH2:9][CH2:8][C@H:7]1[C@@H:6]1[C:12]([CH:14]=[C:15]3[CH2:20][C@@H:19](O)[CH2:18][CH2:17][C@:16]3([CH3:22])[C@H:5]1[CH2:4][CH2:3]2)=[O:13].[CH2:23]([O:25][C:26](Cl)=[O:27])[CH3:24]. Product: [C:26]([C@H:19]1[CH2:18][CH2:17][C@@:16]2([CH3:22])[C:15](=[CH:14][C:12](=[O:13])[C@@H:6]3[C@@H:5]2[CH2:4][CH2:3][C@@:2]2([CH3:1])[C@H:7]3[CH2:8][CH2:9][C:10]2=[O:11])[CH2:20]1)([O:25][CH2:23][CH3:24])=[O:27]. The catalyst class is: 17. (2) Reactant: [Br:1][C:2]1[CH:9]=[C:8]([N:10]([CH:12]([CH3:15])[CH2:13][Cl:14])[CH3:11])[C:7]([N+:16]([O-])=O)=[CH:6][C:3]=1[C:4]#[N:5]. Product: [NH2:16][C:7]1[C:8]([N:10]([CH:12]([CH3:15])[CH2:13][Cl:14])[CH3:11])=[CH:9][C:2]([Br:1])=[C:3]([CH:6]=1)[C:4]#[N:5]. The catalyst class is: 409.